From a dataset of Full USPTO retrosynthesis dataset with 1.9M reactions from patents (1976-2016). Predict the reactants needed to synthesize the given product. (1) Given the product [CH2:1]([O:8][C:9]1[CH:14]=[C:13]([CH3:15])[N:12]=[C:11]([CH3:16])[C:10]=1[CH2:17][OH:18])[C:2]1[CH:3]=[CH:4][CH:5]=[CH:6][CH:7]=1, predict the reactants needed to synthesize it. The reactants are: [CH2:1]([O:8][C:9]1[CH:14]=[C:13]([CH3:15])[N:12]=[C:11]([CH3:16])[C:10]=1[C:17](OCC)=[O:18])[C:2]1[CH:7]=[CH:6][CH:5]=[CH:4][CH:3]=1.[H-].C([Al+]CC(C)C)C(C)C.Cl.[OH-].[Na+]. (2) Given the product [CH3:20][O:19][C:15]1[CH:14]=[C:13]([CH:18]=[CH:17][CH:16]=1)[O:12][C:8]1[CH:9]=[C:10]([CH3:11])[C:5]([C:3]2[N:22]=[C:23]([NH2:25])[S:24][CH:2]=2)=[C:6]([CH3:21])[CH:7]=1, predict the reactants needed to synthesize it. The reactants are: Br[CH2:2][C:3]([C:5]1[C:10]([CH3:11])=[CH:9][C:8]([O:12][C:13]2[CH:18]=[CH:17][CH:16]=[C:15]([O:19][CH3:20])[CH:14]=2)=[CH:7][C:6]=1[CH3:21])=O.[NH2:22][C:23]([NH2:25])=[S:24]. (3) The reactants are: [C:1]([C:5]1[CH:10]=[C:9]([C:11]2[S:15][C:14]([NH:16]C(=O)C)=[N:13][C:12]=2[CH3:20])[CH:8]=[CH:7][N:6]=1)([CH3:4])([CH3:3])[CH3:2].Cl. Given the product [C:1]([C:5]1[CH:10]=[C:9]([C:11]2[S:15][C:14]([NH2:16])=[N:13][C:12]=2[CH3:20])[CH:8]=[CH:7][N:6]=1)([CH3:4])([CH3:3])[CH3:2], predict the reactants needed to synthesize it. (4) The reactants are: [CH2:1]([O:3][C:4](=[O:20])[CH2:5][C:6]1[C:11](N)=[CH:10][N:9]=[C:8]([N:13]2[CH2:18][CH2:17][N:16]([CH3:19])[CH2:15][CH2:14]2)[CH:7]=1)[CH3:2].N([O-])=O.[Na+].[Na+].[Cl-:26]. Given the product [CH2:1]([O:3][C:4](=[O:20])[CH2:5][C:6]1[C:11]([Cl:26])=[CH:10][N:9]=[C:8]([N:13]2[CH2:18][CH2:17][N:16]([CH3:19])[CH2:15][CH2:14]2)[CH:7]=1)[CH3:2], predict the reactants needed to synthesize it. (5) The reactants are: [C:1]([C:5]1[CH:6]=[C:7]([N:19]2[C:23]([CH2:24][CH:25]3[CH2:30][CH2:29][CH2:28][CH2:27][CH2:26]3)=[N:22][C:21]([C:31]([OH:33])=O)=[N:20]2)[CH:8]=[CH:9][C:10]=1[S:11](=[O:18])(=[O:17])[NH:12][C:13]([CH3:16])([CH3:15])[CH3:14])([CH3:4])([CH3:3])[CH3:2].Cl.[NH2:35][C@H:36]1[CH2:39][C@H:38]([C:40]([O:42][CH3:43])=[O:41])[CH2:37]1.CCN(C(C)C)C(C)C.CN(C(ON1N=NC2C=CC=NC1=2)=[N+](C)C)C.F[P-](F)(F)(F)(F)F. Given the product [C:1]([C:5]1[CH:6]=[C:7]([N:19]2[C:23]([CH2:24][CH:25]3[CH2:26][CH2:27][CH2:28][CH2:29][CH2:30]3)=[N:22][C:21]([C:31]([NH:35][C@H:36]3[CH2:39][C@H:38]([C:40]([O:42][CH3:43])=[O:41])[CH2:37]3)=[O:33])=[N:20]2)[CH:8]=[CH:9][C:10]=1[S:11](=[O:17])(=[O:18])[NH:12][C:13]([CH3:14])([CH3:15])[CH3:16])([CH3:3])([CH3:2])[CH3:4], predict the reactants needed to synthesize it. (6) The reactants are: [O:1]1[C:5]2([CH2:10][CH2:9][CH2:8][CH2:7][CH:6]2[C:11]([OH:13])=O)[O:4][CH2:3][CH2:2]1.C(Cl)(=O)C(Cl)=O.N1C=CC=CC=1.[F:26][C:27]1[CH:28]=[C:29]([CH2:33][CH2:34][NH2:35])[CH:30]=[CH:31][CH:32]=1. Given the product [F:26][C:27]1[CH:28]=[C:29]([CH2:33][CH2:34][NH:35][C:11]([CH:6]2[CH2:7][CH2:8][CH2:9][CH2:10][C:5]32[O:1][CH2:2][CH2:3][O:4]3)=[O:13])[CH:30]=[CH:31][CH:32]=1, predict the reactants needed to synthesize it.